This data is from Full USPTO retrosynthesis dataset with 1.9M reactions from patents (1976-2016). The task is: Predict the reactants needed to synthesize the given product. Given the product [CH2:1]([N:8]1[CH2:9][C:10]2[CH:11]=[C:12]([O:19][CH3:20])[CH:13]=[CH:14][C:15]=2[NH:21][C:16](=[O:18])[CH2:17]1)[C:2]1[CH:7]=[CH:6][CH:5]=[CH:4][CH:3]=1, predict the reactants needed to synthesize it. The reactants are: [CH2:1]([N:8]1[CH2:17][C:16](=[O:18])[C:15]2[C:10](=[CH:11][C:12]([O:19][CH3:20])=[CH:13][CH:14]=2)[CH2:9]1)[C:2]1[CH:7]=[CH:6][CH:5]=[CH:4][CH:3]=1.[N-:21]=[N+]=[N-].[Na+].O.[OH-].[Na+].